Dataset: Full USPTO retrosynthesis dataset with 1.9M reactions from patents (1976-2016). Task: Predict the reactants needed to synthesize the given product. (1) Given the product [C:1]([O:5][CH:6]([C:11]1[C:12]([C:21]2[CH:22]=[C:23]3[C:28](=[CH:29][CH:30]=2)[O:27][CH2:26][CH2:25][CH2:24]3)=[C:13]2[CH:20]=[CH:19][N:18]([CH2:32][CH:33]3[CH2:36][CH2:35][CH2:34]3)[C:14]2=[N:15][C:16]=1[CH3:17])[C:7]([OH:9])=[O:8])([CH3:4])([CH3:2])[CH3:3], predict the reactants needed to synthesize it. The reactants are: [C:1]([O:5][CH:6]([C:11]1[C:12]([C:21]2[CH:22]=[C:23]3[C:28](=[CH:29][CH:30]=2)[O:27][CH2:26][CH2:25][CH2:24]3)=[C:13]2[CH:20]=[CH:19][NH:18][C:14]2=[N:15][C:16]=1[CH3:17])[C:7]([O:9]C)=[O:8])([CH3:4])([CH3:3])[CH3:2].Br[CH2:32][CH:33]1[CH2:36][CH2:35][CH2:34]1. (2) Given the product [Br:1][C:12]1[CH:13]=[N:14][C:6]([OH:5])=[C:7]([CH:11]=1)[C:8]([OH:10])=[O:9], predict the reactants needed to synthesize it. The reactants are: [Br:1]Br.[OH-].[Na+].[OH:5][C:6]1[N:14]=[CH:13][CH:12]=[CH:11][C:7]=1[C:8]([OH:10])=[O:9].Cl. (3) Given the product [CH3:1][O:2][C:3]([C@H:5]1[C@@H:6]([NH:17][C:23]([O:25][CH2:26][C:27]2[CH:36]=[CH:35][CH:34]=[CH:33][CH:32]=2)=[O:24])[C@@H:7]2[CH2:11][C@H:10]1[CH:9]=[CH:8]2)=[O:4], predict the reactants needed to synthesize it. The reactants are: [CH3:1][O:2][C:3]([C@@H:5]1[C@H:10]2[CH2:11][C@H:7]([CH:8]=[CH:9]2)[C@@H:6]1C(O)=O)=[O:4].C([N:17](CC)CC)C.Cl[C:23]([O:25][CH2:26][CH3:27])=[O:24].[N-]=[N+]=[N-].[Na+].[CH2:32](O)[C:33]1C=C[CH:36]=[CH:35][CH:34]=1.